Dataset: HIV replication inhibition screening data with 41,000+ compounds from the AIDS Antiviral Screen. Task: Binary Classification. Given a drug SMILES string, predict its activity (active/inactive) in a high-throughput screening assay against a specified biological target. The molecule is CC1(C)OC2COC(=O)C2O1. The result is 0 (inactive).